This data is from Full USPTO retrosynthesis dataset with 1.9M reactions from patents (1976-2016). The task is: Predict the reactants needed to synthesize the given product. Given the product [F:17][C:15]1[CH:16]=[C:11]([NH2:10])[CH:12]=[N:13][C:14]=1[CH3:18], predict the reactants needed to synthesize it. The reactants are: C(OC(=O)[NH:10][C:11]1[CH:12]=[N:13][C:14]([CH3:18])=[C:15]([F:17])[CH:16]=1)C1C=CC=CC=1.